From a dataset of Catalyst prediction with 721,799 reactions and 888 catalyst types from USPTO. Predict which catalyst facilitates the given reaction. Reactant: [CH3:1][C:2]1[C:3]([CH2:11][C:12]([NH2:14])=O)=[C:4]2[N:9]([CH:10]=1)[CH:8]=[CH:7][CH:6]=[CH:5]2.CSC.C(OCC)(=O)C. Product: [CH3:1][C:2]1[C:3]([CH2:11][CH2:12][NH2:14])=[C:4]2[N:9]([CH:10]=1)[CH:8]=[CH:7][CH:6]=[CH:5]2. The catalyst class is: 1.